This data is from Catalyst prediction with 721,799 reactions and 888 catalyst types from USPTO. The task is: Predict which catalyst facilitates the given reaction. (1) Reactant: CS(O[CH2:6][CH2:7][CH:8]1[CH2:13][CH2:12][N:11]([C:14]2[CH:19]=[CH:18][CH:17]=[C:16]([C:20]([F:23])([F:22])[F:21])[CH:15]=2)[CH2:10][CH2:9]1)(=O)=O.[O:24]1[CH2:28][C:27](=[O:29])[NH:26][C:25]1=[O:30].CN(C)C(N(C)C)=N. Product: [F:21][C:20]([F:23])([F:22])[C:16]1[CH:15]=[C:14]([N:11]2[CH2:12][CH2:13][CH:8]([CH2:7][CH2:6][N:26]3[C:27](=[O:29])[CH2:28][O:24][C:25]3=[O:30])[CH2:9][CH2:10]2)[CH:19]=[CH:18][CH:17]=1. The catalyst class is: 7. (2) Reactant: [C:1]1([CH2:7][CH2:8][CH2:9][CH2:10][C:11](Cl)=[O:12])[CH:6]=[CH:5][CH:4]=[CH:3][CH:2]=1.[O:14]1[CH2:18][CH2:17][O:16][CH:15]1[C:19]1[CH:20]=[C:21]([NH2:25])[CH:22]=[CH:23][CH:24]=1.C(N(CC)CC)C. Product: [O:14]1[CH2:18][CH2:17][O:16][CH:15]1[C:19]1[CH:20]=[C:21]([NH:25][C:11](=[O:12])[CH2:10][CH2:9][CH2:8][CH2:7][C:1]2[CH:6]=[CH:5][CH:4]=[CH:3][CH:2]=2)[CH:22]=[CH:23][CH:24]=1. The catalyst class is: 1.